Dataset: Catalyst prediction with 721,799 reactions and 888 catalyst types from USPTO. Task: Predict which catalyst facilitates the given reaction. (1) Reactant: [CH3:1][C:2]1[CH:3]=[C:4]([C:24]2[CH:25]=[C:26]([CH2:30]OS(C)(=O)=O)[CH:27]=[N:28][CH:29]=2)[CH:5]=[C:6]2[C:10]=1[C:9](=[O:11])[N:8]([CH2:12][C:13]1[CH:18]=[CH:17][C:16]([O:19][C:20]([F:23])([F:22])[F:21])=[CH:15][CH:14]=1)[CH2:7]2.[CH3:36][N:37]1[CH2:42][CH2:41][NH:40][CH2:39][CH2:38]1. Product: [NH3:8].[CH3:1][C:2]1[CH:3]=[C:4]([C:24]2[CH:29]=[N:28][CH:27]=[C:26]([CH2:30][N:40]3[CH2:41][CH2:42][N:37]([CH3:36])[CH2:38][CH2:39]3)[CH:25]=2)[CH:5]=[C:6]2[C:10]=1[C:9](=[O:11])[N:8]([CH2:12][C:13]1[CH:14]=[CH:15][C:16]([O:19][C:20]([F:23])([F:22])[F:21])=[CH:17][CH:18]=1)[CH2:7]2. The catalyst class is: 20. (2) Reactant: [C:1]([O:5][C@@H:6]([C:12]1[C:36]([CH3:37])=[N:35][C:34]2=[CH:38][C:31]3=[N:32][N:33]2[C:13]=1[N:14]1[CH2:41][CH2:40][C:17]([CH3:42])([O:18][CH2:19][CH2:20][CH2:21][C:22]2[CH:23]=[C:24]([F:39])[CH:25]=[CH:26][C:27]=2[CH2:28][O:29][CH2:30]3)[CH2:16][CH2:15]1)[C:7]([O:9]CC)=[O:8])([CH3:4])([CH3:3])[CH3:2].[OH-].[Na+]. Product: [C:1]([O:5][C@@H:6]([C:12]1[C:36]([CH3:37])=[N:35][C:34]2=[CH:38][C:31]3=[N:32][N:33]2[C:13]=1[N:14]1[CH2:15][CH2:16][C:17]([CH3:42])([O:18][CH2:19][CH2:20][CH2:21][C:22]2[CH:23]=[C:24]([F:39])[CH:25]=[CH:26][C:27]=2[CH2:28][O:29][CH2:30]3)[CH2:40][CH2:41]1)[C:7]([OH:9])=[O:8])([CH3:4])([CH3:2])[CH3:3]. The catalyst class is: 14.